Dataset: Forward reaction prediction with 1.9M reactions from USPTO patents (1976-2016). Task: Predict the product of the given reaction. (1) Given the reactants [F:1][C:2]1[CH:7]=[CH:6][CH:5]=[CH:4][C:3]=1[C:8]#[C:9][Si](C)(C)C.[C:14]([O:18][C:19]([NH:21][CH2:22][C:23]1[CH:24]=[C:25]([CH:29]2[CH2:34][CH2:33][N:32]([C:35]([C:37]3[O:38][C:39](Br)=[CH:40][CH:41]=3)=[O:36])[CH2:31][CH2:30]2)[CH:26]=[CH:27][CH:28]=1)=[O:20])([CH3:17])([CH3:16])[CH3:15].C1C(N=NC2C(=O)N(C3C=CC(S([O-])(=O)=O)=CC=3)N=C2C([O-])=O)=CC=C(S([O-])(=O)=O)C=1.[Na+].[Na+].[Na+].SC1N=NN=C(S)C=1S, predict the reaction product. The product is: [C:14]([O:18][C:19]([NH:21][CH2:22][C:23]1[CH:24]=[C:25]([CH:29]2[CH2:30][CH2:31][N:32]([C:35]([C:37]3[O:38][C:39]([C:9]#[C:8][C:3]4[CH:4]=[CH:5][CH:6]=[CH:7][C:2]=4[F:1])=[CH:40][CH:41]=3)=[O:36])[CH2:33][CH2:34]2)[CH:26]=[CH:27][CH:28]=1)=[O:20])([CH3:17])([CH3:15])[CH3:16]. (2) Given the reactants [I:1][C:2]1[CH:17]=[CH:16][C:5]2[NH:6][C:7]([CH2:12][C:13](O)=[O:14])=[N:8][S:9](=[O:11])(=[O:10])[C:4]=2[CH:3]=1.C([O:20][C:21]([C@H:23]1[C@@H:28]([NH:29][CH2:30][C:31]2[CH:36]=[CH:35][C:34]([F:37])=[CH:33][CH:32]=2)[C@H:27]2[CH2:38][C@@H:24]1[CH2:25][CH2:26]2)=O)C.F[P-](F)(F)(F)(F)F.N1(OC(N(C)C)=[N+](C)C)C2N=CC=CC=2N=N1.CN1CCOCC1.C(N(CC)CC)C.Cl, predict the reaction product. The product is: [F:37][C:34]1[CH:33]=[CH:32][C:31]([CH2:30][N:29]2[C:13](=[O:14])[C:12]([C:7]3[NH:6][C:5]4[CH:16]=[CH:17][C:2]([I:1])=[CH:3][C:4]=4[S:9](=[O:11])(=[O:10])[N:8]=3)=[C:21]([OH:20])[C@H:23]3[C@@H:28]2[C@H:27]2[CH2:38][C@@H:24]3[CH2:25][CH2:26]2)=[CH:36][CH:35]=1. (3) The product is: [Cl:1][C:2]1[C:3]([NH:13][C:14]2[CH:19]=[N:18][CH:17]=[C:16]([C:20]3[CH:21]=[CH:22][C:23]([OH:26])=[CH:24][CH:25]=3)[N:15]=2)=[CH:4][C:5]([O:11][CH3:12])=[C:6]([CH:10]=1)[C:7]([NH:31][CH2:30][CH2:29][N:28]([CH3:32])[CH3:27])=[O:9]. Given the reactants [Cl:1][C:2]1[C:3]([NH:13][C:14]2[CH:19]=[N:18][CH:17]=[C:16]([C:20]3[CH:25]=[CH:24][C:23]([OH:26])=[CH:22][CH:21]=3)[N:15]=2)=[CH:4][C:5]([O:11][CH3:12])=[C:6]([CH:10]=1)[C:7]([OH:9])=O.[CH3:27][N:28]([CH3:32])[CH2:29][CH2:30][NH2:31].C(N(CC)CC)C.CN(C(ON1N=NC2C=CC=CC1=2)=[N+](C)C)C.[B-](F)(F)(F)F, predict the reaction product. (4) Given the reactants C1(C#CC2CC3(CCNCC3)ON=2)C=CC=CC=1.[Cl:19][C:20]1[CH:21]=[C:22]([C:26]#[C:27][C:28]2[CH2:32][C:31]3(CC[N:34]([C:37](OC(C)(C)C)=O)[CH2:33]3)[O:30][N:29]=2)[CH:23]=[CH:24][CH:25]=1, predict the reaction product. The product is: [Cl:19][C:20]1[CH:21]=[C:22]([C:26]#[C:27][C:28]2[CH2:32][C:31]3([CH2:33][NH:34][CH2:37]3)[O:30][N:29]=2)[CH:23]=[CH:24][CH:25]=1. (5) Given the reactants CC(C)([O-])C.[Na+].[OH:7][CH2:8][CH2:9][C@H:10]1[CH2:12][C@@H:11]1[CH:13]1[CH2:18][CH2:17][N:16]([C:19]([O:21][CH2:22][C:23]2[CH:28]=[CH:27][CH:26]=[CH:25][CH:24]=2)=[O:20])[CH2:15][CH2:14]1.[CH3:29][N:30]([CH3:43])[C:31](=[O:42])[CH2:32][C:33]1[C:38]([F:39])=[CH:37][C:36]([F:40])=[CH:35][C:34]=1F, predict the reaction product. The product is: [CH3:43][N:30]([CH3:29])[C:31](=[O:42])[CH2:32][C:33]1[C:38]([F:39])=[CH:37][C:36]([F:40])=[CH:35][C:34]=1[O:7][CH2:8][CH2:9][C@H:10]1[CH2:12][C@@H:11]1[CH:13]1[CH2:18][CH2:17][N:16]([C:19]([O:21][CH2:22][C:23]2[CH:24]=[CH:25][CH:26]=[CH:27][CH:28]=2)=[O:20])[CH2:15][CH2:14]1. (6) Given the reactants [Li+].[OH-].[OH:3][C:4]1[CH:13]=[CH:12][C:11]([NH:14][C:15]([NH:17][CH2:18][CH2:19][NH:20][C:21](=[O:46])[CH:22]([O:25][CH2:26][CH2:27][CH2:28][CH2:29]/[CH:30]=[CH:31]\[CH2:32]/[CH:33]=[CH:34]\[CH2:35]/[CH:36]=[CH:37]\[CH2:38]/[CH:39]=[CH:40]\[CH2:41]/[CH:42]=[CH:43]\[CH2:44][CH3:45])[CH2:23][CH3:24])=[O:16])=[CH:10][C:5]=1[C:6]([O:8]C)=[O:7].Cl, predict the reaction product. The product is: [OH:3][C:4]1[CH:13]=[CH:12][C:11]([NH:14][C:15]([NH:17][CH2:18][CH2:19][NH:20][C:21](=[O:46])[CH:22]([O:25][CH2:26][CH2:27][CH2:28][CH2:29]/[CH:30]=[CH:31]\[CH2:32]/[CH:33]=[CH:34]\[CH2:35]/[CH:36]=[CH:37]\[CH2:38]/[CH:39]=[CH:40]\[CH2:41]/[CH:42]=[CH:43]\[CH2:44][CH3:45])[CH2:23][CH3:24])=[O:16])=[CH:10][C:5]=1[C:6]([OH:8])=[O:7].